From a dataset of Reaction yield outcomes from USPTO patents with 853,638 reactions. Predict the reaction yield, written as a fraction of the theoretical maximum amount of product (1.0 means a 100% yield; for example, 0.34 means a 34% yield). (1) The reactants are C1COCC1.[NH2:6][C:7]1[C:12]2=[C:13]([C:23]3[CH:28]=[CH:27][C:26]([NH:29][C:30]([NH:32][C:33]4[CH:38]=[C:37]([C:39]([F:42])([F:41])[F:40])[CH:36]=[CH:35][C:34]=4[F:43])=[O:31])=[CH:25][CH:24]=3)[C:14]([CH2:16][CH2:17][C:18](OCC)=[O:19])=[CH:15][N:11]2[N:10]=[CH:9][N:8]=1.CC(C[AlH]CC(C)C)C. The catalyst is CCOC(C)=O. The product is [NH2:6][C:7]1[C:12]2=[C:13]([C:23]3[CH:28]=[CH:27][C:26]([NH:29][C:30]([NH:32][C:33]4[CH:38]=[C:37]([C:39]([F:40])([F:41])[F:42])[CH:36]=[CH:35][C:34]=4[F:43])=[O:31])=[CH:25][CH:24]=3)[C:14]([CH2:16][CH2:17][CH2:18][OH:19])=[CH:15][N:11]2[N:10]=[CH:9][N:8]=1. The yield is 0.980. (2) The reactants are [NH2:1][CH2:2][C:3]([O:5][C@H:6]([CH2:35][N:36]([S:41]([C:44]1[CH:52]=[CH:51][C:47]2[O:48][CH2:49][O:50][C:46]=2[CH:45]=1)(=[O:43])=[O:42])[CH2:37][CH:38]([CH3:40])[CH3:39])[C@@H:7]([NH:23][C:24]([O:26][C@@H:27]1[C@H:34]2[C@H:30]([O:31][CH2:32][CH2:33]2)[O:29][CH2:28]1)=[O:25])[CH2:8][C:9]1[CH:14]=[CH:13][C:12]([O:15][CH2:16][C:17]2[N:18]=[C:19]([CH3:22])[S:20][CH:21]=2)=[CH:11][CH:10]=1)=[O:4].[C:53]([O:57][C:58]([NH:60][C:61]([NH:70][C:71]([O:73][C:74]([CH3:77])([CH3:76])[CH3:75])=[O:72])=NS(C(F)(F)F)(=O)=O)=[O:59])([CH3:56])([CH3:55])[CH3:54].C(N(CC)CC)C. The catalyst is ClCCl.C(OCC)(=O)C. The product is [C:74]([O:73][C:71]([NH:70]/[C:61](=[N:60]\[C:58]([O:57][C:53]([CH3:56])([CH3:55])[CH3:54])=[O:59])/[NH:1][CH2:2][C:3]([O:5][C@H:6]([CH2:35][N:36]([S:41]([C:44]1[CH:52]=[CH:51][C:47]2[O:48][CH2:49][O:50][C:46]=2[CH:45]=1)(=[O:43])=[O:42])[CH2:37][CH:38]([CH3:39])[CH3:40])[C@@H:7]([NH:23][C:24]([O:26][C@@H:27]1[C@H:34]2[C@H:30]([O:31][CH2:32][CH2:33]2)[O:29][CH2:28]1)=[O:25])[CH2:8][C:9]1[CH:10]=[CH:11][C:12]([O:15][CH2:16][C:17]2[N:18]=[C:19]([CH3:22])[S:20][CH:21]=2)=[CH:13][CH:14]=1)=[O:4])=[O:72])([CH3:77])([CH3:76])[CH3:75]. The yield is 0.600. (3) The reactants are [C:1]([C:5]1[O:9][N:8]=[C:7]([NH:10][C:11]([NH:13][C:14]2[CH:19]=[CH:18][CH:17]=[C:16]([O:20][C:21]3[C:30]4[C:25](=[CH:26][CH:27]=[C:28](I)[CH:29]=4)[N:24]=[CH:23][N:22]=3)[CH:15]=2)=[O:12])[CH:6]=1)([CH3:4])([CH3:3])[CH3:2].[NH:32]1[CH2:37][CH2:36][O:35][CH2:34][CH2:33]1.C([O-])([O-])=O.[Cs+].[Cs+]. The catalyst is COCCOC.C1C=CC(/C=C/C(/C=C/C2C=CC=CC=2)=O)=CC=1.C1C=CC(/C=C/C(/C=C/C2C=CC=CC=2)=O)=CC=1.C1C=CC(/C=C/C(/C=C/C2C=CC=CC=2)=O)=CC=1.[Pd].[Pd]. The product is [C:1]([C:5]1[O:9][N:8]=[C:7]([NH:10][C:11]([NH:13][C:14]2[CH:19]=[CH:18][CH:17]=[C:16]([O:20][C:21]3[C:30]4[C:25](=[CH:26][CH:27]=[C:28]([N:32]5[CH2:37][CH2:36][O:35][CH2:34][CH2:33]5)[CH:29]=4)[N:24]=[CH:23][N:22]=3)[CH:15]=2)=[O:12])[CH:6]=1)([CH3:4])([CH3:3])[CH3:2]. The yield is 0.0340. (4) The reactants are Br[C:2]1[CH:3]=[C:4]([O:22][CH2:23][C:24]2[CH:29]=[CH:28][CH:27]=[CH:26][CH:25]=2)[C:5]2[N:9]=[C:8]([CH3:10])[N:7]([S:11]([C:14]3[CH:19]=[CH:18][C:17]([CH3:20])=[CH:16][CH:15]=3)(=[O:13])=[O:12])[C:6]=2[CH:21]=1.[O:30]1[CH2:34]CCC1.[CH3:35][NH:36][CH3:37]. The catalyst is C(OCC)(=O)C.C1C=CC([P]([Pd]([P](C2C=CC=CC=2)(C2C=CC=CC=2)C2C=CC=CC=2)([P](C2C=CC=CC=2)(C2C=CC=CC=2)C2C=CC=CC=2)[P](C2C=CC=CC=2)(C2C=CC=CC=2)C2C=CC=CC=2)(C2C=CC=CC=2)C2C=CC=CC=2)=CC=1. The product is [CH3:35][N:36]([CH3:37])[C:34]([C:2]1[CH:3]=[C:4]([O:22][CH2:23][C:24]2[CH:25]=[CH:26][CH:27]=[CH:28][CH:29]=2)[C:5]2[N:9]=[C:8]([CH3:10])[N:7]([S:11]([C:14]3[CH:15]=[CH:16][C:17]([CH3:20])=[CH:18][CH:19]=3)(=[O:13])=[O:12])[C:6]=2[CH:21]=1)=[O:30]. The yield is 0.420. (5) The product is [C:58]([O:62][C:56](=[O:41])[NH:53][C:23]1[N:24]=[C:19]2[CH:18]=[CH:17][C:16]([O:15][C:14]3[CH:28]=[CH:29][CH:30]=[C:12]([NH:11][C:9](=[O:10])[C:8]4[CH:31]=[CH:32][CH:33]=[C:6]([C:3]([C:1]#[N:2])([CH3:5])[CH3:4])[CH:7]=4)[CH:13]=3)=[N:21][N:20]2[CH:22]=1)([CH3:61])([CH3:60])[CH3:59]. The yield is 0.710. The reactants are [C:1]([C:3]([C:6]1[CH:7]=[C:8]([CH:31]=[CH:32][CH:33]=1)[C:9]([NH:11][C:12]1[CH:13]=[C:14]([CH:28]=[CH:29][CH:30]=1)[O:15][C:16]1[CH:17]=[CH:18][C:19]2[N:20]([CH:22]=[C:23](C(O)=O)[N:24]=2)[N:21]=1)=[O:10])([CH3:5])[CH3:4])#[N:2].C1(P(N=[N+]=[N-])(C2C=CC=CC=2)=[O:41])C=CC=CC=1.C([N:53]([CH2:56]C)CC)C.[C:58]([OH:62])([CH3:61])([CH3:60])[CH3:59]. No catalyst specified.